Predict the reaction yield, written as a fraction of the theoretical maximum amount of product (1.0 means a 100% yield; for example, 0.34 means a 34% yield). From a dataset of Reaction yield outcomes from USPTO patents with 853,638 reactions. (1) The reactants are [Br:1][C:2]1[CH:3]=[C:4]2[C:8](=[CH:9][CH:10]=1)[NH:7][C:6]([C:11]([O:13][CH2:14][CH3:15])=[O:12])=[CH:5]2.[C:16](=O)([O-])[O-].[K+].[K+].CI. The catalyst is CN(C)C=O. The product is [Br:1][C:2]1[CH:3]=[C:4]2[C:8](=[CH:9][CH:10]=1)[N:7]([CH3:16])[C:6]([C:11]([O:13][CH2:14][CH3:15])=[O:12])=[CH:5]2. The yield is 0.810. (2) The reactants are C1C=C[NH+]=CC=1.[O-][Cr](Cl)(=O)=O.[OH:12][CH2:13][C:14]1[CH:15]=[C:16]([C:20]2[NH:24][C:23](=[O:25])[O:22][N:21]=2)[CH:17]=[CH:18][CH:19]=1.ClCCl. The catalyst is O1CCCC1. The product is [O:25]=[C:23]1[O:22][N:21]=[C:20]([C:16]2[CH:15]=[C:14]([CH:19]=[CH:18][CH:17]=2)[CH:13]=[O:12])[NH:24]1. The yield is 0.720. (3) The reactants are O[N:2]=[C:3]([C:5]1[CH:6]=[C:7]([CH:11]=[CH:12][CH:13]=1)[C:8]([OH:10])=[O:9])[CH3:4].[ClH:14]. The catalyst is [Pd].C(O)C. The product is [ClH:14].[NH2:2][CH:3]([C:5]1[CH:6]=[C:7]([CH:11]=[CH:12][CH:13]=1)[C:8]([OH:10])=[O:9])[CH3:4]. The yield is 0.940. (4) The reactants are [C:1]([C:5]1[CH:6]=[C:7]([C:12](=[O:14])[CH3:13])[CH:8]=[CH:9][C:10]=1[OH:11])([CH3:4])([CH3:3])[CH3:2].[Br:15]N1C(=O)CCC1=O. The catalyst is C(#N)C. The product is [Br:15][C:9]1[C:10]([OH:11])=[C:5]([C:1]([CH3:4])([CH3:2])[CH3:3])[CH:6]=[C:7]([C:12](=[O:14])[CH3:13])[CH:8]=1. The yield is 0.991. (5) The reactants are [N:1]1[CH:6]=[CH:5][N:4]=[CH:3][C:2]=1[NH:7][C:8]1[CH:16]=[CH:15][C:11]([C:12](Cl)=[O:13])=[CH:10][CH:9]=1.[F:17][C:18]1[C:23]([C:24]([F:27])([F:26])[F:25])=[CH:22][CH:21]=[CH:20][C:19]=1[C:28]1[N:29]=[C:30]([NH2:33])[S:31][CH:32]=1. No catalyst specified. The product is [N:1]1[CH:6]=[CH:5][N:4]=[CH:3][C:2]=1[NH:7][C:8]1[CH:16]=[CH:15][C:11]([C:12]([NH:33][C:30]2[S:31][CH:32]=[C:28]([C:19]3[CH:20]=[CH:21][CH:22]=[C:23]([C:24]([F:27])([F:25])[F:26])[C:18]=3[F:17])[N:29]=2)=[O:13])=[CH:10][CH:9]=1. The yield is 0.100. (6) The yield is 0.690. The catalyst is O1CCOCC1. The product is [Cl:17][C:18]1[CH:23]=[CH:22][N:21]2[N:24]=[C:25]([CH:27]3[CH2:29][CH2:28]3)[C:26]([CH2:2][N:3]3[CH2:7][CH:6]([CH:8]=[C:9]([F:11])[F:10])[CH2:5][C:4]3=[O:12])=[C:20]2[N:19]=1. The reactants are Cl[CH2:2][N:3]1[CH2:7][CH:6]([CH:8]=[C:9]([F:11])[F:10])[CH2:5][C:4]1=[O:12].[Al+3].[Cl-].[Cl-].[Cl-].[Cl:17][C:18]1[CH:23]=[CH:22][N:21]2[N:24]=[C:25]([CH:27]3[CH2:29][CH2:28]3)[CH:26]=[C:20]2[N:19]=1. (7) The reactants are [CH:1]12[CH:12]=[CH:11][CH:7]([CH:8]3[CH:10]1[CH2:9]3)[CH:6]1[CH:2]2[C:3](=[O:14])[O:4][C:5]1=[O:13].[CH3:15][OH:16]. No catalyst specified. The yield is 0.950. The product is [CH3:15][O:16][C:3]([CH:2]1[CH:1]2[CH:12]=[CH:11][CH:7]([CH:8]3[CH:10]2[CH2:9]3)[CH:6]1[C:5]([OH:4])=[O:13])=[O:14].